From a dataset of Forward reaction prediction with 1.9M reactions from USPTO patents (1976-2016). Predict the product of the given reaction. (1) The product is: [F:1][C:2]1[C:10]2[N:9]=[C:8]([C:11]3[C:23]4[C:22]5[C:17](=[CH:18][CH:19]=[CH:20][CH:21]=5)[CH:16]([NH2:24])[C:15]=4[CH:14]=[CH:13][CH:12]=3)[NH:7][C:6]=2[CH:5]=[CH:4][C:3]=1[F:26]. Given the reactants [F:1][C:2]1[C:10]2[N:9]=[C:8]([C:11]3[C:23]4[C:22]5[C:17](=[CH:18][CH:19]=[CH:20][CH:21]=5)[C:16](=[N:24]O)[C:15]=4[CH:14]=[CH:13][CH:12]=3)[NH:7][C:6]=2[CH:5]=[CH:4][C:3]=1[F:26], predict the reaction product. (2) Given the reactants [H-].[Na+].[F:3][C:4]1[CH:5]=[C:6]([CH:9]=[CH:10][C:11]=1[NH:12][C:13]1[CH:22]=[CH:21][C:16]2[N:17]=[CH:18][N:19]([CH3:20])[C:15]=2[CH:14]=1)[C:7]#[N:8].CI.[CH2:25](Cl)Cl, predict the reaction product. The product is: [F:3][C:4]1[CH:5]=[C:6]([CH:9]=[CH:10][C:11]=1[N:12]([CH3:25])[C:13]1[CH:22]=[CH:21][C:16]2[N:17]=[CH:18][N:19]([CH3:20])[C:15]=2[CH:14]=1)[C:7]#[N:8]. (3) The product is: [N:17]1[CH:22]=[CH:21][CH:20]=[CH:19][C:18]=1[C:2]1[CH:3]=[CH:4][C:5]2[O:9][C:8]([C:10]([OH:12])=[O:11])=[CH:7][C:6]=2[CH:15]=1. Given the reactants Br[C:2]1[CH:3]=[CH:4][C:5]2[O:9][C:8]([C:10]([O:12]CC)=[O:11])=[CH:7][C:6]=2[CH:15]=1.[Br-].[N:17]1[CH:22]=[CH:21][CH:20]=[CH:19][C:18]=1[Zn+], predict the reaction product. (4) Given the reactants [CH2:1]([O:3][C:4](=[O:13])[CH2:5][CH:6]([CH2:11]Br)[CH2:7][CH:8]([CH3:10])[CH3:9])[CH3:2].[P:14]([O:21]CC)([O:18][CH2:19][CH3:20])[O:15][CH2:16][CH3:17], predict the reaction product. The product is: [CH2:1]([O:3][C:4](=[O:13])[CH2:5][CH:6]([CH2:11][P:14]([O:18][CH2:19][CH3:20])([O:15][CH2:16][CH3:17])=[O:21])[CH2:7][CH:8]([CH3:10])[CH3:9])[CH3:2]. (5) Given the reactants Br[C:2]1[CH:3]=[CH:4][C:5]([S:8]([CH3:11])(=[O:10])=[O:9])=[N:6][CH:7]=1.CC([O-])=O.[K+].[Cl:17][C:18]1[CH:19]=[CH:20][C:21]([S:24][C:25]2[C:26](I)=[N:27][N:28]([C:30]3[CH:35]=[CH:34][C:33]([F:36])=[CH:32][N:31]=3)[CH:29]=2)=[N:22][CH:23]=1.C([O-])([O-])=O.[Na+].[Na+], predict the reaction product. The product is: [Cl:17][C:18]1[CH:19]=[CH:20][C:21]([S:24][C:25]2[C:26]([C:2]3[CH:7]=[N:6][C:5]([S:8]([CH3:11])(=[O:10])=[O:9])=[CH:4][CH:3]=3)=[N:27][N:28]([C:30]3[CH:35]=[CH:34][C:33]([F:36])=[CH:32][N:31]=3)[CH:29]=2)=[N:22][CH:23]=1. (6) The product is: [C:1](/[CH:3]=[CH:4]/[S:5]([C:8]1[CH:9]=[CH:10][C:11]([C:14]([CH3:19])([CH3:18])[C:15]([NH:28][C:25]2[CH:26]=[CH:27][C:22]([O:21][CH3:20])=[CH:23][CH:24]=2)=[O:17])=[CH:12][CH:13]=1)(=[O:6])=[O:7])#[N:2]. Given the reactants [C:1](/[CH:3]=[CH:4]/[S:5]([C:8]1[CH:13]=[CH:12][C:11]([C:14]([CH3:19])([CH3:18])[C:15]([OH:17])=O)=[CH:10][CH:9]=1)(=[O:7])=[O:6])#[N:2].[CH3:20][O:21][C:22]1[CH:27]=[CH:26][C:25]([NH2:28])=[CH:24][CH:23]=1.Cl.CN(C)CCCN=C=NCC.ON1C2C=CC=CC=2N=N1, predict the reaction product. (7) The product is: [N:1]1([NH2:16])[C:5]2=[N:6][CH:7]=[CH:8][CH:9]=[C:4]2[CH:3]=[CH:2]1. Given the reactants [NH:1]1[C:5]2=[N:6][CH:7]=[CH:8][CH:9]=[C:4]2[CH:3]=[CH:2]1.CC(C)([O-])C.[K+].[NH2:16]Cl, predict the reaction product.